From a dataset of Reaction yield outcomes from USPTO patents with 853,638 reactions. Predict the reaction yield, written as a fraction of the theoretical maximum amount of product (1.0 means a 100% yield; for example, 0.34 means a 34% yield). (1) The reactants are [Br:1][C:2]1[CH:3]=[C:4]2[C:8](=[CH:9][CH:10]=1)[NH:7][N:6]=[C:5]2[CH3:11].C([O-])([O-])=O.[Cs+].[Cs+].Cl.Cl[CH2:20][CH2:21][N:22]1[CH2:26][CH2:25][CH2:24][CH2:23]1. The catalyst is CS(C)=O.O. The product is [Br:1][C:2]1[CH:3]=[C:4]2[C:8](=[CH:9][CH:10]=1)[N:7]([CH2:20][CH2:21][N:22]1[CH2:26][CH2:25][CH2:24][CH2:23]1)[N:6]=[C:5]2[CH3:11]. The yield is 0.110. (2) The yield is 0.843. The catalyst is O. The reactants are [H-].[Na+].CN(C)C=O.[Br:8][C:9]1[NH:10][C:11]([Br:17])=[C:12]([N+:14]([O-:16])=[O:15])[N:13]=1.Cl[CH2:19][O:20][CH3:21]. The product is [Br:8][C:9]1[N:10]([CH2:19][O:20][CH3:21])[C:11]([Br:17])=[C:12]([N+:14]([O-:16])=[O:15])[N:13]=1. (3) The reactants are [C:1]([C:3]1[C:4]([C:21]([F:24])([F:23])[F:22])=[C:5]2[C:9](=[CH:10][CH:11]=1)[N:8]([CH2:12]/[C:13](=[N:16]/[H])/[NH:14][OH:15])[C:7]([CH2:18][CH2:19][CH3:20])=[CH:6]2)#[N:2].[F:25][C:26]1[CH:34]=[CH:33][C:32]([F:35])=[CH:31][C:27]=1[C:28](Cl)=O.C(N(CC)C(C)C)(C)C. The catalyst is C(#N)C. The product is [F:25][C:26]1[CH:34]=[CH:33][C:32]([F:35])=[CH:31][C:27]=1[C:28]1[O:15][N:14]=[C:13]([CH2:12][N:8]2[C:9]3[C:5](=[C:4]([C:21]([F:24])([F:23])[F:22])[C:3]([C:1]#[N:2])=[CH:11][CH:10]=3)[CH:6]=[C:7]2[CH2:18][CH2:19][CH3:20])[N:16]=1. The yield is 0.420. (4) The reactants are CCN=C=NCCCN(C)C.[F:12][C:13]1[CH:18]=[CH:17][C:16]([N:19]2[C:24](=[O:25])[C:23]([C:26]([OH:28])=O)=[CH:22][CH:21]=[N:20]2)=[CH:15][CH:14]=1.CCN(C(C)C)C(C)C.[CH3:38][O:39][C:40]1[CH:75]=[CH:74][C:43]([CH2:44][N:45]2[C:49]3=[N:50][CH:51]=[CH:52][C:53]([O:54][C:55]4[CH:60]=[CH:59][C:58]([NH2:61])=[CH:57][C:56]=4[F:62])=[C:48]3[C:47]([NH:63][CH:64]3[CH2:69][CH2:68][N:67]([CH2:70][CH2:71][O:72][CH3:73])[CH2:66][CH2:65]3)=[N:46]2)=[CH:42][CH:41]=1. The catalyst is C(Cl)Cl. The product is [CH3:38][O:39][C:40]1[CH:41]=[CH:42][C:43]([CH2:44][N:45]2[C:49]3=[N:50][CH:51]=[CH:52][C:53]([O:54][C:55]4[CH:60]=[CH:59][C:58]([NH:61][C:26]([C:23]5[C:24](=[O:25])[N:19]([C:16]6[CH:15]=[CH:14][C:13]([F:12])=[CH:18][CH:17]=6)[N:20]=[CH:21][CH:22]=5)=[O:28])=[CH:57][C:56]=4[F:62])=[C:48]3[C:47]([NH:63][CH:64]3[CH2:65][CH2:66][N:67]([CH2:70][CH2:71][O:72][CH3:73])[CH2:68][CH2:69]3)=[N:46]2)=[CH:74][CH:75]=1. The yield is 0.760. (5) The reactants are [F:1][C:2]([F:13])([F:12])[C:3]1[CH:11]=[CH:10][CH:9]=[CH:8][C:4]=1[C:5](Cl)=[O:6].[CH2:14]([NH:21][C:22]([C:24]1[S:28][C:27]([NH2:29])=[N:26][C:25]=1[CH3:30])=[O:23])[C:15]1[CH:20]=[CH:19][CH:18]=[CH:17][CH:16]=1. No catalyst specified. The product is [CH2:14]([NH:21][C:22]([C:24]1[S:28][C:27]([NH:29][C:5](=[O:6])[C:4]2[CH:8]=[CH:9][CH:10]=[CH:11][C:3]=2[C:2]([F:13])([F:12])[F:1])=[N:26][C:25]=1[CH3:30])=[O:23])[C:15]1[CH:20]=[CH:19][CH:18]=[CH:17][CH:16]=1. The yield is 0.360. (6) The reactants are [CH:1]([O:4][C:5]1[CH:13]=[CH:12][C:8]([C:9]([OH:11])=[O:10])=[CH:7][CH:6]=1)([CH3:3])[CH3:2].S(=O)(=O)(O)O.[CH3:19]O. The product is [CH3:19][O:10][C:9](=[O:11])[C:8]1[CH:12]=[CH:13][C:5]([O:4][CH:1]([CH3:3])[CH3:2])=[CH:6][CH:7]=1. The yield is 0.670. No catalyst specified.